Task: Predict the product of the given reaction.. Dataset: Forward reaction prediction with 1.9M reactions from USPTO patents (1976-2016) (1) Given the reactants [CH:1]([N:4]1[C:8]([CH3:9])=[CH:7][C:6]([C:10](OCC)=[O:11])=[N:5]1)([CH3:3])[CH3:2].[H-].[H-].[H-].[H-].[Li+].[Al+3], predict the reaction product. The product is: [CH:1]([N:4]1[C:8]([CH3:9])=[CH:7][C:6]([CH2:10][OH:11])=[N:5]1)([CH3:3])[CH3:2]. (2) Given the reactants O[CH2:2][CH:3]1[CH2:8][CH2:7][N:6]([C:9]([O:11][CH2:12][CH2:13][Si:14]([CH3:17])([CH3:16])[CH3:15])=[O:10])[CH2:5][CH2:4]1.[Br:18]C(Br)(Br)Br.C1(P(C2C=CC=CC=2)C2C=CC=CC=2)C=CC=CC=1, predict the reaction product. The product is: [Br:18][CH2:2][CH:3]1[CH2:8][CH2:7][N:6]([C:9]([O:11][CH2:12][CH2:13][Si:14]([CH3:17])([CH3:16])[CH3:15])=[O:10])[CH2:5][CH2:4]1. (3) Given the reactants [C:1]([N:8]1[CH2:13][CH2:12][NH:11][CH2:10][CH2:9]1)([O:3][C:4]([CH3:7])([CH3:6])[CH3:5])=[O:2].[CH:14]([C:16]1[CH:21]=[CH:20][N:19]=[CH:18][CH:17]=1)=[CH2:15].C(O)(=O)C, predict the reaction product. The product is: [C:1]([N:8]1[CH2:9][CH2:10][N:11]([CH2:15][CH2:14][C:16]2[CH:21]=[CH:20][N:19]=[CH:18][CH:17]=2)[CH2:12][CH2:13]1)([O:3][C:4]([CH3:7])([CH3:6])[CH3:5])=[O:2]. (4) Given the reactants [Cl:1][C:2]1[CH:3]=[CH:4][C:5]([O:41][CH3:42])=[C:6]([C@@:8]2([F:40])[C:16]3[C:11](=[CH:12][C:13]([C:17]([F:20])([F:19])[F:18])=[CH:14][CH:15]=3)[N:10]([C:21]([O:23][CH2:24][C:25]([O:27]CC(OCC3C=CC=CC=3)=O)=[O:26])=[O:22])[C:9]2=[O:39])[CH:7]=1, predict the reaction product. The product is: [Cl:1][C:2]1[CH:3]=[CH:4][C:5]([O:41][CH3:42])=[C:6]([C@@:8]2([F:40])[C:16]3[C:11](=[CH:12][C:13]([C:17]([F:19])([F:18])[F:20])=[CH:14][CH:15]=3)[N:10]([C:21]([O:23][CH2:24][C:25]([OH:27])=[O:26])=[O:22])[C:9]2=[O:39])[CH:7]=1.